From a dataset of CYP2C19 inhibition data for predicting drug metabolism from PubChem BioAssay. Regression/Classification. Given a drug SMILES string, predict its absorption, distribution, metabolism, or excretion properties. Task type varies by dataset: regression for continuous measurements (e.g., permeability, clearance, half-life) or binary classification for categorical outcomes (e.g., BBB penetration, CYP inhibition). Dataset: cyp2c19_veith. (1) The drug is Cc1ccccc1-c1nc(N(C)C)c2ccccc2n1. The result is 1 (inhibitor). (2) The compound is Clc1ccc2c(c1)C1=C(C(c3ccncc3)O2)C(c2ccc(Br)cc2)n2ncnc2N1. The result is 1 (inhibitor). (3) The molecule is N#CCCn1cc(/C=N/O)c(-c2ccc(Cl)cc2)n1. The result is 1 (inhibitor). (4) The compound is CCCCOc1ccc(C(=O)N/C(=C\c2cccc([N+](=O)[O-])c2)C(=O)OCCC)cc1. The result is 0 (non-inhibitor). (5) The molecule is CC1(C)[C@@H]2CC[C@]1(C)CN(CCC[N+](C)(C)C)C2. The result is 0 (non-inhibitor). (6) The drug is Cc1ccn2cc(CSc3ccccc3N)nc2c1. The result is 1 (inhibitor). (7) The compound is COc1ccc(CNc2nc(-c3cccnc3)nc3ccccc23)c(OC)c1. The result is 1 (inhibitor). (8) The drug is Cc1cc(F)ccc1S(=O)(=O)Nc1ccccc1C(=O)Nc1ccccc1N1CCOCC1. The result is 1 (inhibitor). (9) The molecule is CCCCSc1nc(C)cc(NC(=S)Nc2ccc(OC)cc2)n1. The result is 1 (inhibitor).